This data is from Catalyst prediction with 721,799 reactions and 888 catalyst types from USPTO. The task is: Predict which catalyst facilitates the given reaction. (1) Reactant: [CH2:1](N(CC)CC)[CH3:2].CCl.[NH2:10][C@H:11]([C:14]([OH:16])=[O:15])[CH2:12][OH:13].Cl.[CH2:18](OC(=N)C)C. Product: [CH3:1][C:2]1[O:13][CH2:12][CH:11]([C:14]([O:16][CH3:18])=[O:15])[N:10]=1. The catalyst class is: 4. (2) Reactant: I[C:2]1[CH:7]=[C:6]([N+:8]([O-:10])=[O:9])[CH:5]=[CH:4][C:3]=1[O:11][CH3:12].[OH2:13]. Product: [CH3:7][C:6]1[C:5]([C:2]2[CH:7]=[C:6]([N+:8]([O-:10])=[O:9])[CH:5]=[CH:4][C:3]=2[O:11][CH3:12])=[C:4]([CH3:3])[O:13][N:8]=1. The catalyst class is: 837. (3) Reactant: [C:1]1([C:7]([OH:9])=O)([C:4]([OH:6])=[O:5])[CH2:3][CH2:2]1.C(N(CC)CC)C.S(Cl)(Cl)=O.[NH2:21][C:22]1[CH:37]=[CH:36][C:25]([O:26][C:27]2[CH:32]=[CH:31][N:30]=[C:29]([C:33]([NH2:35])=[O:34])[CH:28]=2)=[CH:24][C:23]=1[F:38]. Product: [C:33]([C:29]1[CH:28]=[C:27]([O:26][C:25]2[CH:36]=[CH:37][C:22]([NH:21][C:7]([C:1]3([C:4]([OH:6])=[O:5])[CH2:2][CH2:3]3)=[O:9])=[C:23]([F:38])[CH:24]=2)[CH:32]=[CH:31][N:30]=1)(=[O:34])[NH2:35]. The catalyst class is: 7. (4) Reactant: [F:1][C:2]1[CH:11]=[C:10]([C:12]2[CH:17]=[CH:16][CH:15]=[CH:14][N:13]=2)[CH:9]=[CH:8][C:3]=1[C:4]([O:6]C)=[O:5].O.[OH-].[Li+].CO. Product: [F:1][C:2]1[CH:11]=[C:10]([C:12]2[CH:17]=[CH:16][CH:15]=[CH:14][N:13]=2)[CH:9]=[CH:8][C:3]=1[C:4]([OH:6])=[O:5]. The catalyst class is: 20. (5) Reactant: [CH:1]1[CH:2]=[CH:3][N:4]2[CH2:10][C:9]3[CH:11]=[CH:12][CH:13]=[CH:14][C:8]=3[NH:7][CH2:6][C:5]=12.Br[C:16]1[CH:24]=[CH:23][C:19]([C:20](Cl)=[O:21])=[CH:18][CH:17]=1.C(N(CC)[CH:29]([CH3:31])[CH3:30])(C)C. Product: [CH:1]1[CH:2]=[CH:3][N:4]2[CH2:10][C:9]3[CH:11]=[CH:12][CH:13]=[CH:14][C:8]=3[N:7]([C:20]([C:19]3[CH:23]=[CH:24][C:16]([C:10]4[CH:9]([CH3:11])[CH2:8][CH2:14][CH2:31][C:29]=4[CH3:30])=[CH:17][CH:18]=3)=[O:21])[CH2:6][C:5]=12. The catalyst class is: 4. (6) The catalyst class is: 9. Product: [CH:1]1([CH2:4][N:5]([CH3:31])[C:6]2[CH:11]=[CH:10][C:9]([S:12]([CH3:15])(=[O:14])=[O:13])=[CH:8][C:7]=2[C:16]2[C:24]3[C:19](=[C:20]([O:25][CH3:26])[N:21]=[CH:22][CH:23]=3)[N:18]([CH3:27])[CH:17]=2)[CH2:3][CH2:2]1. Reactant: [CH:1]1([CH2:4][NH:5][C:6]2[CH:11]=[CH:10][C:9]([S:12]([CH3:15])(=[O:14])=[O:13])=[CH:8][C:7]=2[C:16]2[C:24]3[C:19](=[C:20]([O:25][CH3:26])[N:21]=[CH:22][CH:23]=3)[N:18]([CH3:27])[CH:17]=2)[CH2:3][CH2:2]1.[H-].[Na+].I[CH3:31]. (7) Reactant: [NH:1]1[C:5](=O)[CH2:4][CH2:3][C@H:2]1[C:7]([OH:9])=[O:8].[C:10]1([CH3:20])[CH:15]=[CH:14][C:13]([S:16]([OH:19])(=[O:18])=[O:17])=[CH:12][CH:11]=1.O.CCOCC. Product: [C:10]1([CH3:20])[CH:11]=[CH:12][C:13]([S:16]([OH:19])(=[O:17])=[O:18])=[CH:14][CH:15]=1.[CH2:20]([O:9][C:7](=[O:8])[C@H:2]([CH2:3][CH2:4][CH3:5])[NH2:1])[C:10]1[CH:15]=[CH:14][CH:13]=[CH:12][CH:11]=1. The catalyst class is: 48. (8) The catalyst class is: 3. Reactant: [CH2:1]([N:8]1[CH:13]=[CH:12][C:11]([O:14]CC2C=CC=CC=2)=[C:10](I)[C:9]1=[O:23])[C:2]1[CH:7]=[CH:6][CH:5]=[CH:4][CH:3]=1.CCN(C(C)C)C(C)C.[CH2:33]([Si:35]([C:40]#[C:41][C:42]1[CH:47]=[CH:46][CH:45]=[CH:44][CH:43]=1)([CH2:38][CH3:39])[CH2:36][CH3:37])[CH3:34]. Product: [CH2:1]([N:8]1[CH:13]=[CH:12][C:11](=[O:14])[C:10]2[C:41]([C:42]3[CH:47]=[CH:46][CH:45]=[CH:44][CH:43]=3)=[C:40]([Si:35]([CH2:38][CH3:39])([CH2:33][CH3:34])[CH2:36][CH3:37])[O:23][C:9]1=2)[C:2]1[CH:3]=[CH:4][CH:5]=[CH:6][CH:7]=1. (9) Reactant: [Br:1][CH2:2][C:3]1[O:7][N:6]=[C:5]([C:8]([C:16]2[CH:21]=[CH:20][CH:19]=[CH:18][CH:17]=2)([C:10]2[CH:15]=[CH:14][CH:13]=[CH:12][CH:11]=2)[OH:9])[CH:4]=1.[F:22][C:23]1[CH:24]=[C:25]([S:29][C@@H:30]2[CH:35]3[CH2:36][CH2:37][N:32]([CH2:33][CH2:34]3)[CH2:31]2)[CH:26]=[CH:27][CH:28]=1. Product: [Br-:1].[F:22][C:23]1[CH:24]=[C:25]([S:29][C@@H:30]2[CH:35]3[CH2:36][CH2:37][N+:32]([CH2:2][C:3]4[O:7][N:6]=[C:5]([C:8]([OH:9])([C:16]5[CH:21]=[CH:20][CH:19]=[CH:18][CH:17]=5)[C:10]5[CH:15]=[CH:14][CH:13]=[CH:12][CH:11]=5)[CH:4]=4)([CH2:33][CH2:34]3)[CH2:31]2)[CH:26]=[CH:27][CH:28]=1. The catalyst class is: 10. (10) Reactant: CS(C)=O.C(Cl)(=O)C(Cl)=O.[CH3:11][O:12][C:13]1[CH:24]=[CH:23][C:16]([CH2:17][C@@H:18]([CH2:21][CH3:22])[CH2:19][OH:20])=[C:15]([CH:25]=[CH2:26])[CH:14]=1.C(N(CC)CC)C. Product: [CH3:11][O:12][C:13]1[CH:24]=[CH:23][C:16]([CH2:17][C@@H:18]([CH2:21][CH3:22])[CH:19]=[O:20])=[C:15]([CH:25]=[CH2:26])[CH:14]=1. The catalyst class is: 2.